From a dataset of CYP1A2 inhibition data for predicting drug metabolism from PubChem BioAssay. Regression/Classification. Given a drug SMILES string, predict its absorption, distribution, metabolism, or excretion properties. Task type varies by dataset: regression for continuous measurements (e.g., permeability, clearance, half-life) or binary classification for categorical outcomes (e.g., BBB penetration, CYP inhibition). Dataset: cyp1a2_veith. (1) The molecule is COc1ccc(COC(=O)N/N=C2/C[C@@H](O)[C@@H](O)[C@H]3[C@@H]2CC[C@@H]2C(=O)N(C4CCCCC4)C(=O)[C@H]23)cc1. The result is 0 (non-inhibitor). (2) The drug is O=C1C2C3C=CC([C@@H]2C(=O)N1C1CCCCC1)[C@H]1C(=O)N(C2CCCCC2)C(=O)C31. The result is 0 (non-inhibitor). (3) The molecule is COc1ccc(-n2c(C)nn(C)c2=O)cc1. The result is 0 (non-inhibitor). (4) The drug is CCCCOC(=O)CSc1nnc(-c2cc(OC)c(OC)c(OC)c2)o1. The result is 1 (inhibitor). (5) The compound is CCOC(=O)c1cc2c(=O)n3cccc(C)c3nc2n(Cc2ccco2)c1=NC(=O)c1ccccc1. The result is 0 (non-inhibitor).